This data is from Full USPTO retrosynthesis dataset with 1.9M reactions from patents (1976-2016). The task is: Predict the reactants needed to synthesize the given product. (1) The reactants are: [CH3:1][O:2][C:3]1[C:4](=[O:26])[C:5]([CH3:25])=[C:6]([CH2:12][C:13]2[CH:14]=[C:15]([CH2:19][CH2:20][CH2:21][C:22]([OH:24])=O)[CH:16]=[CH:17][CH:18]=2)[C:7](=[O:11])[C:8]=1[O:9][CH3:10].[NH:27]1[CH2:32][CH2:31][S:30][CH2:29][CH2:28]1. Given the product [CH3:1][O:2][C:3]1[C:4](=[O:26])[C:5]([CH3:25])=[C:6]([CH2:12][C:13]2[CH:14]=[C:15]([CH2:19][CH2:20][CH2:21][C:22]([N:27]3[CH2:32][CH2:31][S:30][CH2:29][CH2:28]3)=[O:24])[CH:16]=[CH:17][CH:18]=2)[C:7](=[O:11])[C:8]=1[O:9][CH3:10], predict the reactants needed to synthesize it. (2) Given the product [Cl:32][C:33]1[CH:41]=[CH:40][C:36]([C:37]([NH:1][C:2]2[N:3]=[C:4]3[CH:9]=[CH:8][C:7]([O:10][C:11]4[CH:16]=[CH:15][CH:14]=[C:13]([NH:17][C:18](=[O:30])[C:19]5[CH:24]=[CH:23][CH:22]=[C:21]([C:25]6([C:28]#[N:29])[CH2:27][CH2:26]6)[CH:20]=5)[CH:12]=4)=[N:6][N:5]3[CH:31]=2)=[O:38])=[CH:35][N:34]=1, predict the reactants needed to synthesize it. The reactants are: [NH2:1][C:2]1[N:3]=[C:4]2[CH:9]=[CH:8][C:7]([O:10][C:11]3[CH:12]=[C:13]([NH:17][C:18](=[O:30])[C:19]4[CH:24]=[CH:23][CH:22]=[C:21]([C:25]5([C:28]#[N:29])[CH2:27][CH2:26]5)[CH:20]=4)[CH:14]=[CH:15][CH:16]=3)=[N:6][N:5]2[CH:31]=1.[Cl:32][C:33]1[CH:41]=[CH:40][C:36]([C:37](Cl)=[O:38])=[CH:35][N:34]=1.C(N(CC)CC)C. (3) The reactants are: [CH2:1]([O:5][C:6]1[N:15]=[CH:14][CH:13]=[C:12]2[C:7]=1[C:8]1[CH:20]=[N:19][CH:18]=[CH:17][C:9]=1[C:10]([OH:16])=[N:11]2)[CH2:2][CH2:3][CH3:4].C(=O)([O-])[O-].[Cs+].[Cs+].C1(N[S:34]([C:37]([F:40])([F:39])[F:38])(=[O:36])=[O:35])C=CC=CC=1.C(OCC)(=O)C. Given the product [F:38][C:37]([F:40])([F:39])[S:34]([O:16][C:10]1[C:9]2[CH:17]=[CH:18][N:19]=[CH:20][C:8]=2[C:7]2[C:12](=[CH:13][CH:14]=[N:15][C:6]=2[O:5][CH2:1][CH2:2][CH2:3][CH3:4])[N:11]=1)(=[O:36])=[O:35], predict the reactants needed to synthesize it. (4) Given the product [C:1]([C:5]1[CH:33]=[CH:32][C:8]([C:9]([NH:11][CH2:12][C:13]2[CH:18]=[CH:17][C:16]([C:19]3[C:20]4[CH:27]=[C:26]([C:28]([N:67]5[CH2:72][CH2:71][O:70][CH2:69][CH2:68]5)=[O:30])[NH:25][C:21]=4[N:22]=[CH:23][N:24]=3)=[CH:15][C:14]=2[F:31])=[O:10])=[CH:7][CH:6]=1)([CH3:4])([CH3:3])[CH3:2], predict the reactants needed to synthesize it. The reactants are: [C:1]([C:5]1[CH:33]=[CH:32][C:8]([C:9]([NH:11][CH2:12][C:13]2[CH:18]=[CH:17][C:16]([C:19]3[C:20]4[CH:27]=[C:26]([C:28]([OH:30])=O)[NH:25][C:21]=4[N:22]=[CH:23][N:24]=3)=[CH:15][C:14]=2[F:31])=[O:10])=[CH:7][CH:6]=1)([CH3:4])([CH3:3])[CH3:2].CN(C(ON1N=NC2C=CC=CC1=2)=[N+](C)C)C.F[P-](F)(F)(F)(F)F.CCN(C(C)C)C(C)C.[NH:67]1[CH2:72][CH2:71][O:70][CH2:69][CH2:68]1. (5) Given the product [Cl:1][C:2]1[C:7]([F:8])=[CH:6][CH:5]=[C:4]([Cl:9])[C:3]=1[CH:10]([O:12][C:13]1[C:14]([NH2:30])=[N:15][CH:16]=[C:17]([C:19]2[N:20]=[N:21][N:22]([CH:24]3[CH2:29][CH2:28][N:27]([CH2:42][C:43]4[CH:48]=[CH:47][CH:46]=[CH:45][CH:44]=4)[CH2:26][CH2:25]3)[CH:23]=2)[CH:18]=1)[CH3:11], predict the reactants needed to synthesize it. The reactants are: [Cl:1][C:2]1[C:7]([F:8])=[CH:6][CH:5]=[C:4]([Cl:9])[C:3]=1[CH:10]([O:12][C:13]1[C:14]([NH2:30])=[N:15][CH:16]=[C:17]([C:19]2[N:20]=[N:21][N:22]([CH:24]3[CH2:29][CH2:28][NH:27][CH2:26][CH2:25]3)[CH:23]=2)[CH:18]=1)[CH3:11].CN(C)C=O.C(=O)([O-])[O-].[K+].[K+].[CH2:42](Br)[C:43]1[CH:48]=[CH:47][CH:46]=[CH:45][CH:44]=1. (6) Given the product [NH2:35][C:19]1[N:20]=[CH:21][C:22]([C:24]2[CH:25]=[N:26][N:27]([CH:29]3[CH2:34][CH2:33][N:32]([C:2]([O:4][CH2:5][CH2:6][O:7][CH3:8])=[O:3])[CH2:31][CH2:30]3)[CH:28]=2)=[CH:23][C:18]=1[C:10]1[O:9][C:17]2[C:12]([N:11]=1)=[N:13][CH:14]=[CH:15][CH:16]=2, predict the reactants needed to synthesize it. The reactants are: Cl[C:2]([O:4][CH2:5][CH2:6][O:7][CH3:8])=[O:3].[O:9]1[C:17]2[C:12](=[N:13][CH:14]=[CH:15][CH:16]=2)[N:11]=[C:10]1[C:18]1[C:19]([NH2:35])=[N:20][CH:21]=[C:22]([C:24]2[CH:25]=[N:26][N:27]([CH:29]3[CH2:34][CH2:33][NH:32][CH2:31][CH2:30]3)[CH:28]=2)[CH:23]=1. (7) The reactants are: [C:1]([C:5]1[CH:10]=[CH:9][C:8]([CH:11]2[NH:17][CH2:16][CH2:15][CH2:14][N:13]3[CH:18]=[CH:19][CH:20]=[C:12]23)=[CH:7][CH:6]=1)([CH3:4])([CH3:3])[CH3:2].Cl[C:22]1[O:23][C:24]2[CH:30]=[CH:29][CH:28]=[CH:27][C:25]=2[N:26]=1.C(N(C(C)C)CC)(C)C. Given the product [C:1]([C:5]1[CH:6]=[CH:7][C:8]([CH:11]2[N:17]([C:22]3[O:23][C:24]4[CH:30]=[CH:29][CH:28]=[CH:27][C:25]=4[N:26]=3)[CH2:16][CH2:15][CH2:14][N:13]3[CH:18]=[CH:19][CH:20]=[C:12]23)=[CH:9][CH:10]=1)([CH3:4])([CH3:2])[CH3:3], predict the reactants needed to synthesize it. (8) Given the product [OH:11][C:9]1[N:8]([C:12]2[CH:13]=[CH:14][C:15]([C:18]([F:21])([F:20])[F:19])=[CH:16][CH:17]=2)[N:7]=[C:6]([C:4]([OH:5])=[O:3])[CH:10]=1, predict the reactants needed to synthesize it. The reactants are: C([O:3][C:4]([C:6]1[CH:10]=[C:9]([OH:11])[N:8]([C:12]2[CH:17]=[CH:16][C:15]([C:18]([F:21])([F:20])[F:19])=[CH:14][CH:13]=2)[N:7]=1)=[O:5])C.[Li+].[OH-].[OH-].[Na+]. (9) Given the product [CH3:42][N:43]([CH3:44])[C:45]([NH:1][CH2:2][CH2:3][N:4]1[C:13]2[C:8](=[N:9][CH:10]=[C:11]([CH2:14][C:15]3[CH:16]=[CH:17][C:18]([F:21])=[CH:19][CH:20]=3)[CH:12]=2)[C:7]([OH:22])=[C:6]([C:23]([NH:25][CH2:26][CH2:27][O:28][CH2:29][CH3:30])=[O:24])[C:5]1=[O:31])=[O:46], predict the reactants needed to synthesize it. The reactants are: [NH2:1][CH2:2][CH2:3][N:4]1[C:13]2[C:8](=[N:9][CH:10]=[C:11]([CH2:14][C:15]3[CH:20]=[CH:19][C:18]([F:21])=[CH:17][CH:16]=3)[CH:12]=2)[C:7]([OH:22])=[C:6]([C:23]([NH:25][CH2:26][CH2:27][O:28][CH2:29][CH3:30])=[O:24])[C:5]1=[O:31].C(N(C(C)C)CC)(C)C.[Cl-].[CH3:42][N:43]([CH:45]=[O:46])[CH3:44]. (10) Given the product [CH:1]1([C:7]([OH:9])=[O:8])[CH2:6][CH2:5][CH:4]=[CH:3][CH2:2]1, predict the reactants needed to synthesize it. The reactants are: [C@@H:1]1([C:7]([OH:9])=[O:8])[CH2:6][CH2:5][CH:4]=[CH:3][CH2:2]1.[H-].[Na+].C(O)(=O)CC(CC(O)=O)(C(O)=O)O.